From a dataset of Peptide-MHC class I binding affinity with 185,985 pairs from IEDB/IMGT. Regression. Given a peptide amino acid sequence and an MHC pseudo amino acid sequence, predict their binding affinity value. This is MHC class I binding data. (1) The peptide sequence is LAYSYHDL. The MHC is HLA-A02:02 with pseudo-sequence HLA-A02:02. The binding affinity (normalized) is 0.267. (2) The MHC is HLA-A02:03 with pseudo-sequence HLA-A02:03. The binding affinity (normalized) is 0.785. The peptide sequence is IMFMLIFNV. (3) The peptide sequence is NMLSTVLGV. The MHC is HLA-A68:02 with pseudo-sequence HLA-A68:02. The binding affinity (normalized) is 0.251. (4) The peptide sequence is ETLPELNLSL. The MHC is HLA-A02:03 with pseudo-sequence HLA-A02:03. The binding affinity (normalized) is 0.550. (5) The peptide sequence is YSITEGTTI. The MHC is H-2-Kb with pseudo-sequence H-2-Kb. The binding affinity (normalized) is 0.246. (6) The binding affinity (normalized) is 0.0847. The MHC is HLA-A25:01 with pseudo-sequence HLA-A25:01. The peptide sequence is MFKNFPFFK. (7) The peptide sequence is KLDFIRNTK. The MHC is HLA-B58:01 with pseudo-sequence HLA-B58:01. The binding affinity (normalized) is 0.0847.